From a dataset of Full USPTO retrosynthesis dataset with 1.9M reactions from patents (1976-2016). Predict the reactants needed to synthesize the given product. (1) The reactants are: [CH3:1][O:2][C:3](=[O:13])[C:4]1[CH:9]=[CH:8][C:7]([O:10][CH3:11])=[CH:6][C:5]=1[CH3:12].[Br:14]N1C(=O)CCC1=O. Given the product [CH3:1][O:2][C:3](=[O:13])[C:4]1[CH:9]=[CH:8][C:7]([O:10][CH3:11])=[CH:6][C:5]=1[CH2:12][Br:14], predict the reactants needed to synthesize it. (2) Given the product [C:1]([C:4]1[C:5]([OH:13])=[C:6]([CH:10]=[CH:11][CH:12]=1)[C:7]([O:9][CH3:19])=[O:8])(=[O:3])[CH3:2], predict the reactants needed to synthesize it. The reactants are: [C:1]([C:4]1[C:5]([OH:13])=[C:6]([CH:10]=[CH:11][CH:12]=1)[C:7]([OH:9])=[O:8])(=[O:3])[CH3:2].OS(O)(=O)=O.[CH3:19]O. (3) The reactants are: [H-].[Na+].[F:3][C:4]([F:20])([F:19])[C:5]1[CH:6]=[C:7]([NH:11][C:12]2[CH2:17][CH2:16][CH2:15][C:14](=[O:18])[CH:13]=2)[CH:8]=[CH:9][CH:10]=1.CC1CCCO1.[C:27]([O:31][C:32](=[O:54])[NH:33][CH:34](S(C1C=CC=CC=1)(=O)=O)[C:35]1[CH:40]=[CH:39][C:38]([C:41]#[N:42])=[CH:37][C:36]=1[S:43][CH3:44])([CH3:30])([CH3:29])[CH3:28]. Given the product [C:27]([O:31][C:32](=[O:54])[NH:33][CH:34]([C:35]1[CH:40]=[CH:39][C:38]([C:41]#[N:42])=[CH:37][C:36]=1[S:43][CH3:44])[C:13]1[C:14](=[O:18])[CH2:15][CH2:16][CH2:17][C:12]=1[NH:11][C:7]1[CH:8]=[CH:9][CH:10]=[C:5]([C:4]([F:19])([F:20])[F:3])[CH:6]=1)([CH3:30])([CH3:29])[CH3:28], predict the reactants needed to synthesize it. (4) Given the product [CH3:1][O:2][C:3](=[O:23])[CH2:4][CH2:5][C:6]1[CH:22]=[CH:21][C:9]2[N:10]([CH2:17][CH2:18][CH2:19][OH:20])[C:11]([CH2:13][CH:14]([CH3:16])[CH3:15])=[N:12][C:8]=2[CH:7]=1, predict the reactants needed to synthesize it. The reactants are: [CH3:1][O:2][C:3](=[O:23])[CH:4]=[CH:5][C:6]1[CH:22]=[CH:21][C:9]2[N:10]([CH2:17][CH2:18][CH2:19][OH:20])[C:11]([CH2:13][CH:14]([CH3:16])[CH3:15])=[N:12][C:8]=2[CH:7]=1.[H][H]. (5) The reactants are: CO.[NH2:3][CH:4]([CH2:8][CH2:9][S:10][CH3:11])[C:5]([OH:7])=[O:6].[CH3:12][Si](C=[N+]=[N-])(C)C. Given the product [NH2:3][CH:4]([CH2:8][CH2:9][S:10][CH3:11])[C:5]([O:7][CH3:12])=[O:6], predict the reactants needed to synthesize it.